Dataset: Catalyst prediction with 721,799 reactions and 888 catalyst types from USPTO. Task: Predict which catalyst facilitates the given reaction. (1) Reactant: [F:1][C:2]([F:19])([F:18])[C:3]([N:5]1[CH2:11][CH:10]([CH3:12])[C:9]2[CH:13]=[CH:14][C:15](O)=[CH:16][C:8]=2[CH2:7][CH2:6]1)=[O:4].[CH3:20][N:21]1[C:25]([Sn](CCCC)(CCCC)CCCC)=[CH:24][CH:23]=[N:22]1.[Li+].[Cl-]. Product: [F:1][C:2]([F:19])([F:18])[C:3]([N:5]1[CH2:11][CH:10]([CH3:12])[C:9]2[CH:13]=[CH:14][C:15]([C:25]3[N:21]([CH3:20])[N:22]=[CH:23][CH:24]=3)=[CH:16][C:8]=2[CH2:7][CH2:6]1)=[O:4]. The catalyst class is: 508. (2) Reactant: [CH2:1]([NH2:4])[CH2:2][NH2:3].Br[CH2:6][C:7]([C:9]1[CH:14]=[CH:13][C:12]([S:15]([CH3:18])(=[O:17])=[O:16])=[CH:11][CH:10]=1)=O.[BH4-].[Na+]. Product: [CH3:18][S:15]([C:12]1[CH:13]=[CH:14][C:9]([CH:7]2[CH2:6][NH:4][CH2:1][CH2:2][NH:3]2)=[CH:10][CH:11]=1)(=[O:17])=[O:16]. The catalyst class is: 8. (3) Reactant: [C:1]1([C:8]2[CH:13]=[CH:12][C:11]([S:14]([CH3:17])(=[O:16])=[O:15])=[CH:10][C:9]=2[C:18]([N:20]2[CH2:25][CH2:24][N:23]([C:26]3[CH:31]=[CH:30][C:29]([C:32]([F:35])([F:34])[F:33])=[CH:28][CH:27]=3)[CH2:22][CH2:21]2)=[O:19])[CH2:7][CH2:6][CH2:5][CH2:4][CH2:3][CH:2]=1. Product: [CH:1]1([C:8]2[CH:13]=[CH:12][C:11]([S:14]([CH3:17])(=[O:16])=[O:15])=[CH:10][C:9]=2[C:18]([N:20]2[CH2:25][CH2:24][N:23]([C:26]3[CH:31]=[CH:30][C:29]([C:32]([F:34])([F:35])[F:33])=[CH:28][CH:27]=3)[CH2:22][CH2:21]2)=[O:19])[CH2:7][CH2:6][CH2:5][CH2:4][CH2:3][CH2:2]1. The catalyst class is: 19. (4) Reactant: S(=O)(=O)(O)O.[Br:6][C:7]1[CH:8]=[C:9]([O:17][CH3:18])[C:10]([OH:16])=[C:11]([CH:15]=1)[C:12]([OH:14])=[O:13].[C:19](OCC)(=O)C.CCCCCC. Product: [CH3:19][O:13][C:12](=[O:14])[C:11]1[CH:15]=[C:7]([Br:6])[CH:8]=[C:9]([O:17][CH3:18])[C:10]=1[OH:16]. The catalyst class is: 5. (5) Reactant: [Cl:1][C:2]1[C:3]([C:26]2[N:30]3[CH:31]=[CH:32][CH:33]=[CH:34][C:29]3=[N:28][CH:27]=2)=[N:4][C:5]([NH:8][C:9]2[CH:14]=[CH:13][C:12]([C:15]([N:17]3[CH2:22][C@@H:21]4[CH2:23][C@H:18]3[CH2:19][NH:20]4)=[O:16])=[CH:11][C:10]=2[O:24][CH3:25])=[N:6][CH:7]=1.[CH3:35]N1CC2CC1CN2.CN(C(ON1N=NC2C=CC=NC1=2)=[N+](C)C)C.F[P-](F)(F)(F)(F)F.C(N(CC)C(C)C)(C)C. Product: [Cl:1][C:2]1[C:3]([C:26]2[N:30]3[CH:31]=[CH:32][CH:33]=[CH:34][C:29]3=[N:28][CH:27]=2)=[N:4][C:5]([NH:8][C:9]2[CH:14]=[CH:13][C:12]([C:15]([N:17]3[CH2:22][C@@H:21]4[CH2:23][C@H:18]3[CH2:19][N:20]4[CH3:35])=[O:16])=[CH:11][C:10]=2[O:24][CH3:25])=[N:6][CH:7]=1. The catalyst class is: 3. (6) Reactant: [CH3:1][O:2][C:3](=[O:19])[C:4]([NH2:18])([CH3:17])[CH2:5][C:6]1[C:14]2[C:9](=[CH:10][CH:11]=[C:12]([O:15][CH3:16])[CH:13]=2)[NH:8][CH:7]=1.[CH:20](=O)[C:21]1[CH:26]=[CH:25][CH:24]=[CH:23][CH:22]=1.FC(F)(F)C(O)=O.C(=O)([O-])O.[Na+]. Product: [CH3:1][O:2][C:3]([C:4]1([CH3:17])[CH2:5][C:6]2[C:14]3[C:9](=[CH:10][CH:11]=[C:12]([O:15][CH3:16])[CH:13]=3)[NH:8][C:7]=2[CH:20]([C:21]2[CH:26]=[CH:25][CH:24]=[CH:23][CH:22]=2)[NH:18]1)=[O:19]. The catalyst class is: 46. (7) Reactant: [CH3:1][C:2]([CH3:31])([CH3:30])[C:3]#[C:4][C:5]1[CH:18]=[CH:17][C:16]2[O:15][C:14]3[C:9](=[CH:10][C:11]([C:19]4[CH:20]=[N:21][CH:22]=[N:23][CH:24]=4)=[CH:12][CH:13]=3)[C:8]3([CH2:28][O:27][C:26]([NH2:29])=[N:25]3)[C:7]=2[CH:6]=1.C(=O)=O. Product: [CH3:1][C:2]([CH3:31])([CH3:30])[C:3]#[C:4][C:5]1[CH:18]=[CH:17][C:16]2[O:15][C:14]3[C:9](=[CH:10][C:11]([C:19]4[CH:20]=[N:21][CH:22]=[N:23][CH:24]=4)=[CH:12][CH:13]=3)[C@:8]3([CH2:28][O:27][C:26]([NH2:29])=[N:25]3)[C:7]=2[CH:6]=1. The catalyst class is: 5.